From a dataset of Reaction yield outcomes from USPTO patents with 853,638 reactions. Predict the reaction yield, written as a fraction of the theoretical maximum amount of product (1.0 means a 100% yield; for example, 0.34 means a 34% yield). (1) The reactants are [N:1]1([CH2:7][CH2:8][CH2:9][O:10][C:11]2[CH:16]=[CH:15][C:14]([NH2:17])=[CH:13][CH:12]=2)[CH2:6][CH2:5][CH2:4][CH2:3][CH2:2]1.[F:18][C:19]1[CH:27]=[C:26]2[C:22]([C:23](=[CH:29]O)[C:24](=[O:28])[NH:25]2)=[CH:21][CH:20]=1. No catalyst specified. The product is [F:18][C:19]1[CH:27]=[C:26]2[C:22]([C:23](=[CH:29][NH:17][C:14]3[CH:13]=[CH:12][C:11]([O:10][CH2:9][CH2:8][CH2:7][N:1]4[CH2:2][CH2:3][CH2:4][CH2:5][CH2:6]4)=[CH:16][CH:15]=3)[C:24](=[O:28])[NH:25]2)=[CH:21][CH:20]=1. The yield is 0.590. (2) The reactants are [CH3:1][O:2][C:3]1[CH:27]=[C:26]([O:28][CH3:29])[CH:25]=[CH:24][C:4]=1[CH2:5][N:6]([C:19]1[S:20][CH:21]=[CH:22][N:23]=1)[S:7]([C:10]1[CH:15]=[C:14]([F:16])[C:13](F)=[CH:12][C:11]=1[F:18])(=[O:9])=[O:8].[CH3:30][N:31]1[C:35]([C@H:36]2[CH2:40][CH2:39][CH2:38][C@@H:37]2[OH:41])=[CH:34][CH:33]=[N:32]1.[H-].[Na+]. The catalyst is CN(C=O)C. The product is [CH3:1][O:2][C:3]1[CH:27]=[C:26]([O:28][CH3:29])[CH:25]=[CH:24][C:4]=1[CH2:5][N:6]([C:19]1[S:20][CH:21]=[CH:22][N:23]=1)[S:7]([C:10]1[CH:15]=[C:14]([F:16])[C:13]([O:41][C@H:37]2[CH2:38][CH2:39][CH2:40][C@@H:36]2[C:35]2[N:31]([CH3:30])[N:32]=[CH:33][CH:34]=2)=[CH:12][C:11]=1[F:18])(=[O:9])=[O:8]. The yield is 0.730. (3) The reactants are [CH2:1]([O:5][C:6]1[CH:11]=[CH:10][C:9]([F:12])=[CH:8][C:7]=1[CH2:13]Cl)[CH2:2][CH:3]=[CH2:4].[C:15]1([C:21](=[N:28][CH2:29][C:30]#[N:31])[C:22]2[CH:27]=[CH:26][CH:25]=[CH:24][CH:23]=2)[CH:20]=[CH:19][CH:18]=[CH:17][CH:16]=1.[OH-].[Na+].O. The catalyst is [Cl-].C([N+](C)(C)C)C1C=CC=CC=1.C(Cl)Cl. The product is [CH2:1]([O:5][C:6]1[CH:11]=[CH:10][C:9]([F:12])=[CH:8][C:7]=1[CH2:13][CH:29]([N:28]=[C:21]([C:22]1[CH:27]=[CH:26][CH:25]=[CH:24][CH:23]=1)[C:15]1[CH:20]=[CH:19][CH:18]=[CH:17][CH:16]=1)[C:30]#[N:31])[CH2:2][CH:3]=[CH2:4]. The yield is 0.750. (4) The reactants are [CH3:1][O:2][C:3](=[O:12])[C:4]1[CH:9]=[C:8]([Br:10])[CH:7]=[N:6][C:5]=1O.O=P(Cl)(Cl)[Cl:15]. No catalyst specified. The product is [CH3:1][O:2][C:3](=[O:12])[C:4]1[CH:9]=[C:8]([Br:10])[CH:7]=[N:6][C:5]=1[Cl:15]. The yield is 0.870.